Predict the reactants needed to synthesize the given product. From a dataset of Full USPTO retrosynthesis dataset with 1.9M reactions from patents (1976-2016). Given the product [Cl:15][C:16]1[CH:23]=[CH:22][CH:21]=[CH:20][C:17]=1[C:18](=[NH:3])[NH2:19], predict the reactants needed to synthesize it. The reactants are: C[Si](C)(C)[NH:3][Si](C)(C)C.C([Li])CCC.[Cl:15][C:16]1[CH:23]=[CH:22][CH:21]=[CH:20][C:17]=1[C:18]#[N:19].Cl.